From a dataset of Full USPTO retrosynthesis dataset with 1.9M reactions from patents (1976-2016). Predict the reactants needed to synthesize the given product. Given the product [NH2:1][C:2]1[CH:3]=[CH:4][C:5]([NH:24][C:25]([O:27][C:28]([CH3:31])([CH3:30])[CH3:29])=[O:26])=[C:6]([CH2:8][CH2:9][C:10]2[CH:11]=[C:12]([NH:16][C:17](=[O:23])[O:18][C:19]([CH3:22])([CH3:21])[CH3:20])[CH:13]=[CH:14][CH:15]=2)[CH:7]=1, predict the reactants needed to synthesize it. The reactants are: [NH2:1][C:2]1[CH:3]=[CH:4][C:5]([NH:24][C:25]([O:27][C:28]([CH3:31])([CH3:30])[CH3:29])=[O:26])=[C:6]([C:8]#[C:9][C:10]2[CH:11]=[C:12]([NH:16][C:17](=[O:23])[O:18][C:19]([CH3:22])([CH3:21])[CH3:20])[CH:13]=[CH:14][CH:15]=2)[CH:7]=1.